From a dataset of Full USPTO retrosynthesis dataset with 1.9M reactions from patents (1976-2016). Predict the reactants needed to synthesize the given product. (1) Given the product [CH2:1]([O:3][C:4]1[C:29]([O:30][CH2:31][CH3:32])=[CH:28][C:7]2[C:8]3[N:13]([CH:14]([CH2:16][NH:17][S:18]([CH3:21])(=[O:20])=[O:19])[CH2:15][C:6]=2[CH:5]=1)[CH:12]=[C:11]([C:22]([OH:24])=[O:23])[C:10](=[O:27])[CH:9]=3)[CH3:2], predict the reactants needed to synthesize it. The reactants are: [CH2:1]([O:3][C:4]1[C:29]([O:30][CH2:31][CH3:32])=[CH:28][C:7]2[C:8]3[N:13]([CH:14]([CH2:16][NH:17][S:18]([CH3:21])(=[O:20])=[O:19])[CH2:15][C:6]=2[CH:5]=1)[CH:12]=[C:11]([C:22]([O:24]CC)=[O:23])[C:10](=[O:27])[CH:9]=3)[CH3:2].O[Li].O.Cl. (2) Given the product [CH:8]([C:7]1[C:12]2[O:13][C:14](=[O:27])[C:15]3[CH2:16][N:17]([C:21]([O:23][CH2:24][CH:25]=[CH2:26])=[O:22])[CH2:18][CH2:19][C:20]=3[C:11]=2[CH:10]=[CH:9][C:2]=1[O:3][CH2:4][C:5]1[CH:6]=[CH:38][CH:37]=[CH:36][CH:35]=1)=[O:28], predict the reactants needed to synthesize it. The reactants are: O1[CH2:6][CH2:5][CH2:4][O:3][CH:2]1[C:7]1[C:12]2[O:13][C:14](=[O:27])[C:15]3[CH2:16][N:17]([C:21]([O:23][CH2:24][CH:25]=[CH2:26])=[O:22])[CH2:18][CH2:19][C:20]=3[C:11]=2[CH:10]=[CH:9][C:8]=1[OH:28].C([O-])([O-])=O.[K+].[K+].[CH2:35](Br)[C:36]1C=CC=[CH:38][CH:37]=1. (3) Given the product [CH2:13]([O:20][C:21]1[CH:22]=[C:23]2[C:24](=[CH:25][C:26]=1[O:27][CH3:28])[CH:9](/[CH:8]=[CH:7]/[C:2]1[CH:3]=[CH:4][CH:5]=[CH:6][C:1]=1[CH3:12])[NH:31][CH2:30][CH2:29]2)[C:14]1[CH:15]=[CH:16][CH:17]=[CH:18][CH:19]=1, predict the reactants needed to synthesize it. The reactants are: [C:1]1([CH3:12])[CH:6]=[CH:5][CH:4]=[CH:3][C:2]=1/[CH:7]=[CH:8]/[C:9](O)=O.[CH2:13]([O:20][C:21]1[CH:22]=[C:23]([CH2:29][CH2:30][NH2:31])[CH:24]=[CH:25][C:26]=1[O:27][CH3:28])[C:14]1[CH:19]=[CH:18][CH:17]=[CH:16][CH:15]=1.CN(C(ON1N=NC2C=CC=NC1=2)=[N+](C)C)C.F[P-](F)(F)(F)(F)F.[BH4-].[Na+]. (4) Given the product [CH2:1]([O:3][C:4]([C:6]1[C:15](=[O:16])[C:14]2[C:9](=[N:10][C:11]([Cl:17])=[CH:12][CH:13]=2)[NH:8][CH:7]=1)=[O:5])[CH3:2], predict the reactants needed to synthesize it. The reactants are: [CH2:1]([O:3][C:4]([C:6]1[C:15](=[O:16])[C:14]2[C:9](=[N:10][C:11]([Cl:17])=[CH:12][CH:13]=2)[N:8](C(C)(C)C)[CH:7]=1)=[O:5])[CH3:2].S(=O)(=O)(O)O. (5) Given the product [CH3:24][C:25]1[CH:30]=[CH:29][C:28]([C:2]2[C:11]3[C:6](=[C:7]([C:12]([F:15])([F:14])[F:13])[CH:8]=[CH:9][CH:10]=3)[N:5]=[CH:4][C:3]=2[C:16]([C:18]2[CH:23]=[CH:22][CH:21]=[CH:20][N:19]=2)=[O:17])=[CH:27][CH:26]=1, predict the reactants needed to synthesize it. The reactants are: Cl[C:2]1[C:11]2[C:6](=[C:7]([C:12]([F:15])([F:14])[F:13])[CH:8]=[CH:9][CH:10]=2)[N:5]=[CH:4][C:3]=1[C:16]([C:18]1[CH:23]=[CH:22][CH:21]=[CH:20][N:19]=1)=[O:17].[CH3:24][C:25]1[CH:30]=[CH:29][C:28](B(O)O)=[CH:27][CH:26]=1. (6) Given the product [CH:1]1[C:11]2[CH2:10][CH2:9][C:8]3[CH:12]=[CH:13][CH:14]=[CH:15][C:7]=3[C:6](=[CH:16][C:17]3[CH:22]=[CH:21][C:20]([NH:23][S:25]([CH3:24])(=[O:27])=[O:26])=[CH:19][CH:18]=3)[C:5]=2[CH:4]=[CH:3][CH:2]=1, predict the reactants needed to synthesize it. The reactants are: [CH:1]1[C:11]2[CH2:10][CH2:9][C:8]3[CH:12]=[CH:13][CH:14]=[CH:15][C:7]=3[C:6](=[CH:16][C:17]3[CH:22]=[CH:21][C:20]([NH2:23])=[CH:19][CH:18]=3)[C:5]=2[CH:4]=[CH:3][CH:2]=1.[CH3:24][S:25](Cl)(=[O:27])=[O:26].